Dataset: Catalyst prediction with 721,799 reactions and 888 catalyst types from USPTO. Task: Predict which catalyst facilitates the given reaction. (1) Reactant: [Cl:1][C:2]1[C:7]([CH2:8][OH:9])=[CH:6][CH:5]=[C:4]([Cl:10])[N:3]=1.N1C=CN=C1.[Si:16](Cl)([C:19]([CH3:22])([CH3:21])[CH3:20])([CH3:18])[CH3:17].O. Product: [Si:16]([O:9][CH2:8][C:7]1[C:2]([Cl:1])=[N:3][C:4]([Cl:10])=[CH:5][CH:6]=1)([C:19]([CH3:22])([CH3:21])[CH3:20])([CH3:18])[CH3:17]. The catalyst class is: 3. (2) Reactant: [Cl:1][C:2]1[CH:17]=[C:16]([Cl:18])[CH:15]=[CH:14][C:3]=1[O:4][C:5]1[CH:13]=[CH:12][CH:11]=[CH:10][C:6]=1[C:7]([OH:9])=O.Cl.CN(C)CCCN=C=NCC.C(N(CC)CC)C.[C:38]([O:42][C:43]([N:45]1[CH2:50][CH2:49][CH:48]([NH2:51])[CH2:47][CH2:46]1)=[O:44])([CH3:41])([CH3:40])[CH3:39]. Product: [C:38]([O:42][C:43]([N:45]1[CH2:50][CH2:49][CH:48]([NH:51][C:7](=[O:9])[C:6]2[CH:10]=[CH:11][CH:12]=[CH:13][C:5]=2[O:4][C:3]2[CH:14]=[CH:15][C:16]([Cl:18])=[CH:17][C:2]=2[Cl:1])[CH2:47][CH2:46]1)=[O:44])([CH3:41])([CH3:39])[CH3:40]. The catalyst class is: 172.